From a dataset of Reaction yield outcomes from USPTO patents with 853,638 reactions. Predict the reaction yield, written as a fraction of the theoretical maximum amount of product (1.0 means a 100% yield; for example, 0.34 means a 34% yield). (1) The reactants are [O:1]1[CH:6]=[CH:5][CH2:4][CH2:3][CH:2]1[C:7]([C:9]1[C:14]([N+:15]([O-:17])=[O:16])=[C:13]([NH2:18])[N:12]=[C:11](Cl)[N:10]=1)=[O:8].[OH:20][CH2:21][C:22]1[CH:23]=[C:24](B(O)O)[CH:25]=[CH:26][CH:27]=1.[O-]P([O-])([O-])=O.[K+].[K+].[K+]. The catalyst is O1CCOCC1. The product is [O:1]1[CH:6]=[CH:5][CH2:4][CH2:3][CH:2]1[C:7]([C:9]1[C:14]([N+:15]([O-:17])=[O:16])=[C:13]([NH2:18])[N:12]=[C:11]([C:26]2[CH:25]=[CH:24][CH:23]=[C:22]([CH2:21][OH:20])[CH:27]=2)[N:10]=1)=[O:8]. The yield is 0.300. (2) The reactants are [CH:1]1([C:4]([N:6]2[CH2:9][CH:8]([CH2:10][C:11]([O:13]CC)=O)[CH2:7]2)=[O:5])[CH2:3][CH2:2]1.O.[NH2:17][NH2:18]. The catalyst is C(O)C. The product is [CH:1]1([C:4]([N:6]2[CH2:9][CH:8]([CH2:10][C:11]([NH:17][NH2:18])=[O:13])[CH2:7]2)=[O:5])[CH2:3][CH2:2]1. The yield is 0.660. (3) The reactants are [OH:1][C:2]1[CH:9]=[C:8]([O:10][CH2:11][O:12][CH3:13])[CH:7]=[CH:6][C:3]=1[CH:4]=[O:5].[H-].[Na+].Cl[C:17]1[C:22]([Cl:23])=[CH:21][C:20]([C:24]([F:27])([F:26])[F:25])=[CH:19][N:18]=1.[Cl-].[NH4+]. The catalyst is CN(C)C=O. The product is [Cl:23][C:22]1[C:17]([O:1][C:2]2[CH:9]=[C:8]([O:10][CH2:11][O:12][CH3:13])[CH:7]=[CH:6][C:3]=2[CH:4]=[O:5])=[N:18][CH:19]=[C:20]([C:24]([F:26])([F:25])[F:27])[CH:21]=1. The yield is 0.530. (4) The reactants are [CH2:1]([O:3][C:4](=[O:12])[C:5]([S:8][C:9](=O)[CH3:10])([CH3:7])[CH3:6])[CH3:2].C[O-].[Na+].BrCC[CH2:19][C:20]([F:23])([F:22])[F:21]. The catalyst is C(O)C. The product is [CH2:1]([O:3][C:4](=[O:12])[C:5]([CH3:7])([S:8][CH2:9][CH2:10][CH2:19][C:20]([F:23])([F:22])[F:21])[CH3:6])[CH3:2]. The yield is 0.840. (5) The reactants are [CH3:1][O:2][C:3]([C:5]1[C:10]([NH:11][C:12]2[CH:17]=[CH:16][C:15]([Si:18]([CH3:21])([CH3:20])[CH3:19])=[CH:14][C:13]=2[F:22])=[N:9][C:8]([CH2:23][NH2:24])=[CH:7][N:6]=1)=[O:4].[C:25](OC(=O)C)(=[O:27])C. The catalyst is C(O)=O. The product is [CH3:1][O:2][C:3]([C:5]1[C:10]([NH:11][C:12]2[CH:17]=[CH:16][C:15]([Si:18]([CH3:19])([CH3:20])[CH3:21])=[CH:14][C:13]=2[F:22])=[N:9][C:8]([CH2:23][NH:24][CH:25]=[O:27])=[CH:7][N:6]=1)=[O:4]. The yield is 0.983. (6) The reactants are Br[C:2]1[CH:7]=[C:6]([F:8])[C:5](Br)=[CH:4][C:3]=1[F:10].C([Sn](CCCC)(CCCC)C([O:18][CH2:19][CH3:20])=C)CCC.C1C[O:32][CH2:31][CH2:30]1. No catalyst specified. The product is [C:31]([C:5]1[C:6]([F:8])=[CH:7][C:2]([C:19](=[O:18])[CH3:20])=[C:3]([F:10])[CH:4]=1)(=[O:32])[CH3:30]. The yield is 1.00.